This data is from Reaction yield outcomes from USPTO patents with 853,638 reactions. The task is: Predict the reaction yield, written as a fraction of the theoretical maximum amount of product (1.0 means a 100% yield; for example, 0.34 means a 34% yield). (1) The product is [Cl:1][C:2]1[CH:32]=[CH:31][CH:30]=[C:29]([F:33])[C:3]=1[CH2:4][C@H:5]([C:6](=[O:7])[N:8]1[C@@H:12]([C:13]2[CH:14]=[CH:15][CH:16]=[CH:17][CH:18]=2)[C@@H:11]([C:19]2[CH:24]=[CH:23][CH:22]=[CH:21][CH:20]=2)[O:10][C:9]1=[O:25])[CH2:26][CH:27]=[O:34]. The catalyst is C(Cl)Cl. The yield is 0.360. The reactants are [Cl:1][C:2]1[CH:32]=[CH:31][CH:30]=[C:29]([F:33])[C:3]=1[CH2:4][C@@H:5]([CH2:26][CH:27]=C)[C:6]([N:8]1[C@@H:12]([C:13]2[CH:18]=[CH:17][CH:16]=[CH:15][CH:14]=2)[C@@H:11]([C:19]2[CH:24]=[CH:23][CH:22]=[CH:21][CH:20]=2)[O:10][C:9]1=[O:25])=[O:7].[O:34]=[O+][O-].N#N.S(C)C. (2) The product is [C:1]([O:9][CH2:17][CH2:16][C:10]1[CH:15]=[CH:14][CH:13]=[CH:12][CH:11]=1)(=[O:8])[C:2]1[CH:7]=[CH:6][CH:5]=[CH:4][CH:3]=1. The reactants are [C:1]([OH:9])(=[O:8])[C:2]1[CH:7]=[CH:6][CH:5]=[CH:4][CH:3]=1.[C:10]1([CH2:16][CH2:17]O)[CH:15]=[CH:14][CH:13]=[CH:12][CH:11]=1. The yield is 0.880. The catalyst is CS(O)(=O)=O.C(OP(OCCCCCCCC(C)C)OCCCCCCCC(C)C)CCCCCCC(C)C. (3) The reactants are [O:1]1[CH:5]=[CH:4][CH:3]=[C:2]1[C:6]1[O:7][C:8]([CH3:42])=[C:9]([CH2:11][O:12][C:13]2[CH:39]=[CH:38][C:16]([CH2:17][O:18][C:19]3[C:23](/[CH:24]=[C:25]4/[C:26](=[O:31])[NH:27][C:28](=[O:30])[S:29]/4)=[CH:22][N:21]([C:32]4[CH:37]=[CH:36][CH:35]=[CH:34][CH:33]=4)[N:20]=3)=[CH:15][C:14]=2[O:40][CH3:41])[N:10]=1.[CH3:43]N(C)C=O.[H-].[Na+].CI. The catalyst is O. The product is [O:1]1[CH:5]=[CH:4][CH:3]=[C:2]1[C:6]1[O:7][C:8]([CH3:42])=[C:9]([CH2:11][O:12][C:13]2[CH:39]=[CH:38][C:16]([CH2:17][O:18][C:19]3[C:23](/[CH:24]=[C:25]4/[C:26](=[O:31])[N:27]([CH3:43])[C:28](=[O:30])[S:29]/4)=[CH:22][N:21]([C:32]4[CH:33]=[CH:34][CH:35]=[CH:36][CH:37]=4)[N:20]=3)=[CH:15][C:14]=2[O:40][CH3:41])[N:10]=1. The yield is 0.920. (4) The catalyst is C(O)C.O1CCCC1. The product is [CH2:1]([CH2:8][NH:9][C:10]1([C:13]2[CH:18]=[CH:17][C:16]([C:19]#[C:20][C:21]3[CH:31]=[CH:30][C:24]([C:25]([OH:27])=[O:26])=[CH:23][CH:22]=3)=[CH:15][CH:14]=2)[CH2:11][CH2:12]1)[C:2]1[CH:3]=[CH:4][CH:5]=[CH:6][CH:7]=1. The yield is 0.750. The reactants are [CH2:1]([CH2:8][NH:9][C:10]1([C:13]2[CH:18]=[CH:17][C:16]([C:19]#[C:20][C:21]3[CH:31]=[CH:30][C:24]([C:25]([O:27]CC)=[O:26])=[CH:23][CH:22]=3)=[CH:15][CH:14]=2)[CH2:12][CH2:11]1)[C:2]1[CH:7]=[CH:6][CH:5]=[CH:4][CH:3]=1.[OH-].[Na+]. (5) The reactants are [CH2:1]([O:3][CH:4]([O:41][CH2:42][CH3:43])[C@@H:5]([N:7]([CH2:30][C:31]1[C:40]2[C:35](=[CH:36][CH:37]=[CH:38][CH:39]=2)[CH:34]=[CH:33][CH:32]=1)[C:8](=[O:29])[C@@H:9]([NH:11]C(=O)OCC1C2C=CC=CC=2C2C1=CC=CC=2)[CH3:10])[CH3:6])[CH3:2].N1CCCCC1.CC(=O)OCC.CO. The catalyst is ClCCl. The product is [NH2:11][C@@H:9]([CH3:10])[C:8]([N:7]([C@@H:5]([CH3:6])[CH:4]([O:41][CH2:42][CH3:43])[O:3][CH2:1][CH3:2])[CH2:30][C:31]1[C:40]2[C:35](=[CH:36][CH:37]=[CH:38][CH:39]=2)[CH:34]=[CH:33][CH:32]=1)=[O:29]. The yield is 0.800. (6) The reactants are [Si:1]([O:8][CH2:9][CH2:10][N:11]1[C:15](=[O:16])[C:14]2[CH:17]=[C:18]([C:20]3[CH:25]=[CH:24][N:23]=[C:22](Cl)[N:21]=3)[S:19][C:13]=2[C:12]1([CH3:28])[CH3:27])([C:4]([CH3:7])([CH3:6])[CH3:5])([CH3:3])[CH3:2].[CH3:29][N:30]1[C:34]([NH2:35])=[CH:33][CH:32]=[N:31]1.C(=O)([O-])[O-].[Cs+].[Cs+].C1(P(C2C=CC=CC=2)C2C3OC4C(=CC=CC=4P(C4C=CC=CC=4)C4C=CC=CC=4)C(C)(C)C=3C=CC=2)C=CC=CC=1. The catalyst is CO.C(Cl)Cl.C([O-])(=O)C.[Pd+2].C([O-])(=O)C.O1CCOCC1. The product is [Si:1]([O:8][CH2:9][CH2:10][N:11]1[C:15](=[O:16])[C:14]2[CH:17]=[C:18]([C:20]3[CH:25]=[CH:24][N:23]=[C:22]([NH:35][C:34]4[N:30]([CH3:29])[N:31]=[CH:32][CH:33]=4)[N:21]=3)[S:19][C:13]=2[C:12]1([CH3:28])[CH3:27])([C:4]([CH3:7])([CH3:6])[CH3:5])([CH3:3])[CH3:2]. The yield is 0.840.